From a dataset of Forward reaction prediction with 1.9M reactions from USPTO patents (1976-2016). Predict the product of the given reaction. The product is: [CH3:1][C:2]1([CH3:19])[O:6][C@H:5]([CH2:7][O:8][C:9]2[CH:14]=[CH:13][C:12]([CH2:15][CH2:16][CH2:17][O:18][S:21]([CH3:20])(=[O:23])=[O:22])=[CH:11][CH:10]=2)[CH2:4][O:3]1. Given the reactants [CH3:1][C:2]1([CH3:19])[O:6][C@H:5]([CH2:7][O:8][C:9]2[CH:14]=[CH:13][C:12]([CH2:15][CH2:16][CH2:17][OH:18])=[CH:11][CH:10]=2)[CH2:4][O:3]1.[CH3:20][S:21](Cl)(=[O:23])=[O:22], predict the reaction product.